Task: Predict the reaction yield, written as a fraction of the theoretical maximum amount of product (1.0 means a 100% yield; for example, 0.34 means a 34% yield).. Dataset: Reaction yield outcomes from USPTO patents with 853,638 reactions (1) The catalyst is ClCCl. The product is [CH3:40][N:38]([CH3:39])[C:36]([C:22]1[CH:23]=[C:24]([NH:25][CH2:26][C:27]2[C:32]([CH3:33])=[CH:31][CH:30]=[CH:29][C:28]=2[CH2:34][CH3:35])[C:19]2[N:18]=[C:17]([CH3:41])[NH:16][C:20]=2[CH:21]=1)=[O:37]. The yield is 0.230. The reactants are C(O)(=O)C(O)=O.C(OC[N:16]1[C:20]2[CH:21]=[C:22]([C:36]([N:38]([CH3:40])[CH3:39])=[O:37])[CH:23]=[C:24]([NH:25][CH2:26][C:27]3[C:32]([CH3:33])=[CH:31][CH:30]=[CH:29][C:28]=3[CH2:34][CH3:35])[C:19]=2[N:18]=[C:17]1[CH3:41])C1C=CC=CC=1.C(=O)([O-])O.[Na+]. (2) The product is [Cl:1][C:2]1[CH:11]=[CH:10][C:9]([NH2:12])=[C:8]2[C:3]=1[CH:4]=[CH:5][CH:6]=[N:7]2. The reactants are [Cl:1][C:2]1[CH:11]=[CH:10][C:9]([N+:12]([O-])=O)=[C:8]2[C:3]=1[CH:4]=[CH:5][CH:6]=[N:7]2.O.NN. The yield is 0.980. The catalyst is [Ni].CO.C1COCC1. (3) The reactants are [N:1]1[CH:6]=[C:5]([CH:7]=O)[CH:4]=[N:3][CH:2]=1.C[Si]([C:13]#[N:14])(C)C.Cl.Cl.[CH2:17]1[NH:22][CH2:21][CH2:20][N:19]2[CH2:23][CH2:24][CH2:25][C@H:18]12.C([O-])([O-])=O.[K+].[K+]. The catalyst is C(OCC)C.CO.[I-].[Zn+2].[I-]. The product is [CH2:17]1[N:22]([CH:7]([C:5]2[CH:6]=[N:1][CH:2]=[N:3][CH:4]=2)[C:13]#[N:14])[CH2:21][CH2:20][N:19]2[CH2:23][CH2:24][CH2:25][C@H:18]12. The yield is 0.670.